Predict the product of the given reaction. From a dataset of Forward reaction prediction with 1.9M reactions from USPTO patents (1976-2016). (1) The product is: [CH3:1][O:2][C:3]([C:5]1[S:9][C:8]2[CH:10]=[C:11]([C:26]3[CH:31]=[CH:30][CH:29]=[CH:28][CH:27]=3)[CH:12]=[CH:13][C:7]=2[C:6]=1[O:15][CH2:16][C:17]([O:19][C:20]([CH3:23])([CH3:22])[CH3:21])=[O:18])=[O:4]. Given the reactants [CH3:1][O:2][C:3]([C:5]1[S:9][C:8]2[CH:10]=[C:11](Cl)[CH:12]=[CH:13][C:7]=2[C:6]=1[O:15][CH2:16][C:17]([O:19][C:20]([CH3:23])([CH3:22])[CH3:21])=[O:18])=[O:4].[F-].[K+].[C:26]1(B(O)O)[CH:31]=[CH:30][CH:29]=[CH:28][CH:27]=1, predict the reaction product. (2) Given the reactants O[CH2:2][C:3]1[O:7][C:6]([C:8]2[C:9]([O:23][CH2:24][CH2:25][Si:26]([CH3:29])([CH3:28])[CH3:27])=[N:10][C:11]([NH:14][CH2:15][CH2:16][C:17]3[CH:22]=[CH:21][N:20]=[CH:19][CH:18]=3)=[N:12][CH:13]=2)=[N:5][N:4]=1.CS(OS(C)(=O)=O)(=O)=O.C(N(CC)CC)C.C(=O)([O-])O.[Na+].[CH3:51][N:52]1[CH2:57][CH2:56][NH:55][CH2:54][CH2:53]1, predict the reaction product. The product is: [CH3:51][N:52]1[CH2:57][CH2:56][N:55]([CH2:2][C:3]2[O:7][C:6]([C:8]3[C:9]([O:23][CH2:24][CH2:25][Si:26]([CH3:27])([CH3:29])[CH3:28])=[N:10][C:11]([NH:14][CH2:15][CH2:16][C:17]4[CH:22]=[CH:21][N:20]=[CH:19][CH:18]=4)=[N:12][CH:13]=3)=[N:5][N:4]=2)[CH2:54][CH2:53]1.